This data is from Reaction yield outcomes from USPTO patents with 853,638 reactions. The task is: Predict the reaction yield, written as a fraction of the theoretical maximum amount of product (1.0 means a 100% yield; for example, 0.34 means a 34% yield). (1) The reactants are [C:1]([O:5][C@@H:6]([C:11]1[C:12]([C:30]2[CH:35]=[CH:34][C:33]([Cl:36])=[CH:32][CH:31]=2)=[C:13]2[C:20]([CH3:21])=[C:19]([CH3:22])[N:18]([CH2:23][C:24]3[CH:29]=[CH:28][N:27]=[CH:26][CH:25]=3)[C:14]2=[N:15][C:16]=1[CH3:17])[C:7]([O:9]C)=[O:8])([CH3:4])([CH3:3])[CH3:2].[Cl-].[Li+].Cl. The catalyst is O1CCCC1.CO.O. The product is [C:1]([O:5][C@@H:6]([C:11]1[C:12]([C:30]2[CH:35]=[CH:34][C:33]([Cl:36])=[CH:32][CH:31]=2)=[C:13]2[C:20]([CH3:21])=[C:19]([CH3:22])[N:18]([CH2:23][C:24]3[CH:25]=[CH:26][N:27]=[CH:28][CH:29]=3)[C:14]2=[N:15][C:16]=1[CH3:17])[C:7]([OH:9])=[O:8])([CH3:4])([CH3:2])[CH3:3]. The yield is 0.750. (2) The reactants are [CH3:1][C:2]1[C:16](=[O:17])[N:15]=[C:14]2[N:4]([C@@H:5]3[O:9][C@H:8]([CH2:10][OH:11])[C@@H:7]([OH:12])[C@@H:6]3[O:13]2)[CH:3]=1.[CH3:18][O:19][CH2:20][CH2:21][O:22]B([O:22][CH2:21][CH2:20][O:19][CH3:18])[O:22][CH2:21][CH2:20][O:19][CH3:18]. The catalyst is COCCO. The product is [CH3:18][O:19][CH2:20][CH2:21][O:22][C@@H:6]1[C@H:7]([OH:12])[C@@H:8]([CH2:10][OH:11])[O:9][C@H:5]1[N:4]1[CH:3]=[C:2]([CH3:1])[C:16](=[O:17])[NH:15][C:14]1=[O:13]. The yield is 0.630. (3) The reactants are [Cl:1][C:2]1[CH:3]=[CH:4][C:5]([OH:18])=[C:6]2[C:11]=1[NH:10][C:9](=[O:12])[NH:8][C:7]12[CH2:17][CH2:16][CH2:15][CH2:14][CH2:13]1.[Cl:19][C:20]1[C:21](F)=[C:22]([CH:25]=[CH:26][CH:27]=1)[C:23]#[N:24]. No catalyst specified. The product is [Cl:19][C:20]1[C:21]([O:18][C:5]2[CH:4]=[CH:3][C:2]([Cl:1])=[C:11]3[C:6]=2[C:7]2([CH2:17][CH2:16][CH2:15][CH2:14][CH2:13]2)[NH:8][C:9](=[O:12])[NH:10]3)=[C:22]([CH:25]=[CH:26][CH:27]=1)[C:23]#[N:24]. The yield is 0.730. (4) The reactants are Cl[C:2]1[S:3][C:4]2[CH:10]=[CH:9][CH:8]=[C:7]([CH3:11])[C:5]=2[N:6]=1.[Br:12][C:13]1[CH:19]=[CH:18][C:16]([NH2:17])=[C:15]([F:20])[CH:14]=1.Cl. The catalyst is CCCCO. The product is [Br:12][C:13]1[CH:19]=[CH:18][C:16]([NH:17][C:2]2[S:3][C:4]3[CH:10]=[CH:9][CH:8]=[C:7]([CH3:11])[C:5]=3[N:6]=2)=[C:15]([F:20])[CH:14]=1. The yield is 0.890. (5) The yield is 0.940. The product is [CH2:1]([O:8][N:9]1[C:15](=[O:16])[N:14]2[CH2:17][C@H:10]1[CH2:11][CH2:12][C@H:13]2[C:18]([NH:26][NH:25][C:23](=[O:24])[C:22]([CH3:28])([CH3:27])[CH3:21])=[O:20])[C:2]1[CH:3]=[CH:4][CH:5]=[CH:6][CH:7]=1. The reactants are [CH2:1]([O:8][N:9]1[C:15](=[O:16])[N:14]2[CH2:17][C@H:10]1[CH2:11][CH2:12][C@H:13]2[C:18]([OH:20])=O)[C:2]1[CH:7]=[CH:6][CH:5]=[CH:4][CH:3]=1.[CH3:21][C:22]([CH3:28])([CH3:27])[C:23]([NH:25][NH2:26])=[O:24].ON1C2C=CC=CC=2N=N1.Cl.C(N=C=NCCCN(C)C)C. The catalyst is C(Cl)Cl. (6) The reactants are C([O:3][C:4]([C:6]1[CH:11]=[CH:10][C:9]([CH2:12][CH2:13][CH2:14][CH2:15][CH3:16])=[CH:8][N:7]=1)=[O:5])C.[OH-].[Na+]. The catalyst is CO. The product is [CH2:12]([C:9]1[CH:10]=[CH:11][C:6]([C:4]([OH:5])=[O:3])=[N:7][CH:8]=1)[CH2:13][CH2:14][CH2:15][CH3:16]. The yield is 0.850. (7) The reactants are [CH3:1][O:2][CH:3]1[CH2:21][C:6]2[NH:7][C:8]([C:10]3[C:11]([CH3:20])=[CH:12][C:13]([CH3:19])=[C:14]([CH:18]=3)[C:15](O)=[O:16])=[N:9][C:5]=2[CH2:4]1.Cl.[NH:23]1[CH2:28][CH2:27][CH:26]([C:29]2[CH:36]=[CH:35][C:32]([C:33]#[N:34])=[CH:31][CH:30]=2)[CH2:25][CH2:24]1.CCN=C=NCCCN(C)C.Cl. The catalyst is CN(C)C=O.CN(C)C1C=CN=CC=1.C(OCC)(=O)C. The product is [CH3:1][O:2][CH:3]1[CH2:4][C:5]2[NH:9][C:8]([C:10]3[C:11]([CH3:20])=[CH:12][C:13]([CH3:19])=[C:14]([CH:18]=3)[C:15]([N:23]3[CH2:28][CH2:27][CH:26]([C:29]4[CH:36]=[CH:35][C:32]([C:33]#[N:34])=[CH:31][CH:30]=4)[CH2:25][CH2:24]3)=[O:16])=[N:7][C:6]=2[CH2:21]1. The yield is 0.110. (8) The reactants are [OH:1][C:2]([CH3:41])([CH3:40])[CH2:3][O:4][C@H:5]1[CH2:10][CH2:9][C@H:8]([N:11]2[C:16](=[O:17])[C:15]([CH2:18][C:19]3[CH:24]=[CH:23][C:22]([C:25]4[C:26]([C:31]#[N:32])=[CH:27][CH:28]=[CH:29][CH:30]=4)=[CH:21][CH:20]=3)=[C:14]([CH2:33][CH2:34][CH3:35])[N:13]3[N:36]=[C:37]([CH3:39])[N:38]=[C:12]23)[CH2:7][CH2:6]1.C([Sn](=O)CCCC)CCC.[N:52]([Si](C)(C)C)=[N+:53]=[N-:54].[F-].C([N+](CCCC)(CCCC)CCCC)CCC. The catalyst is C(OCC)(=O)C.O1CCCC1.C1(C)C=CC=CC=1. The product is [OH:1][C:2]([CH3:40])([CH3:41])[CH2:3][O:4][C@H:5]1[CH2:10][CH2:9][C@H:8]([N:11]2[C:16](=[O:17])[C:15]([CH2:18][C:19]3[CH:24]=[CH:23][C:22]([C:25]4[CH:30]=[CH:29][CH:28]=[CH:27][C:26]=4[C:31]4[NH:54][N:53]=[N:52][N:32]=4)=[CH:21][CH:20]=3)=[C:14]([CH2:33][CH2:34][CH3:35])[N:13]3[N:36]=[C:37]([CH3:39])[N:38]=[C:12]23)[CH2:7][CH2:6]1. The yield is 0.450. (9) The reactants are [CH3:1][NH:2][C:3](=[O:12])[C:4]1[CH:9]=[CH:8][C:7]([NH2:10])=[CH:6][C:5]=1[F:11].[C:13]1(=O)[CH2:17][CH2:16][CH2:15][CH2:14]1.[Si]([C:23]#[N:24])(C)(C)C. The catalyst is C(OCC)(=O)C. The product is [CH3:1][NH:2][C:3](=[O:12])[C:4]1[CH:9]=[CH:8][C:7]([NH:10][C:13]2([C:23]#[N:24])[CH2:17][CH2:16][CH2:15][CH2:14]2)=[CH:6][C:5]=1[F:11]. The yield is 0.630.